The task is: Predict the reaction yield, written as a fraction of the theoretical maximum amount of product (1.0 means a 100% yield; for example, 0.34 means a 34% yield).. This data is from Reaction yield outcomes from USPTO patents with 853,638 reactions. (1) The reactants are [Br:1][C:2]1[C:10]2[N:9]=[C:8]([CH2:11][F:12])[N:7]([CH2:13][C:14]3[CH:19]=[CH:18][CH:17]=[C:16]([Cl:20])[C:15]=3[CH3:21])[C:6]=2[CH:5]=[C:4]([NH2:22])[CH:3]=1.[OH-].[Na+].Br[CH2:26][CH2:27][O:28][CH2:29][CH2:30]Br. The catalyst is [I-].C([N+](CCCC)(CCCC)CCCC)CCC. The product is [Br:1][C:2]1[C:10]2[N:9]=[C:8]([CH2:11][F:12])[N:7]([CH2:13][C:14]3[CH:19]=[CH:18][CH:17]=[C:16]([Cl:20])[C:15]=3[CH3:21])[C:6]=2[CH:5]=[C:4]([N:22]2[CH2:30][CH2:29][O:28][CH2:27][CH2:26]2)[CH:3]=1. The yield is 0.264. (2) The reactants are [CH:1]([C:3]1[N:4]=[C:5]([C:21]2[CH:26]=[CH:25][N:24]=[C:23]([NH:27][C:28](=[O:30])[CH3:29])[CH:22]=2)[S:6][C:7]=1[C:8]1[N:9]([CH2:13][O:14][CH2:15][CH2:16][Si:17]([CH3:20])([CH3:19])[CH3:18])[CH:10]=[CH:11][N:12]=1)=[O:2].[Cl:31][C:32]1[CH:37]=[CH:36][C:35]([Mg]Br)=[CH:34][CH:33]=1.CCOCC. The catalyst is O1CCCC1. The product is [Cl:31][C:32]1[CH:37]=[CH:36][C:35]([CH:1]([OH:2])[C:3]2[N:4]=[C:5]([C:21]3[CH:26]=[CH:25][N:24]=[C:23]([NH:27][C:28](=[O:30])[CH3:29])[CH:22]=3)[S:6][C:7]=2[C:8]2[N:9]([CH2:13][O:14][CH2:15][CH2:16][Si:17]([CH3:20])([CH3:19])[CH3:18])[CH:10]=[CH:11][N:12]=2)=[CH:34][CH:33]=1. The yield is 0.480. (3) The reactants are [CH2:1](Br)[C:2]1[CH:7]=[CH:6][CH:5]=[CH:4][CH:3]=1.[C:9]([C:12]1[C:13]([OH:23])=[CH:14][C:15]([OH:22])=[C:16]([CH:21]=1)[C:17]([O:19][CH3:20])=[O:18])(=[O:11])[CH3:10].C(=O)([O-])[O-].[K+].[K+]. The catalyst is C(#N)C. The product is [C:9]([C:12]1[C:13]([O:23][CH2:1][C:2]2[CH:7]=[CH:6][CH:5]=[CH:4][CH:3]=2)=[CH:14][C:15]([O:22][CH2:1][C:2]2[CH:7]=[CH:6][CH:5]=[CH:4][CH:3]=2)=[C:16]([CH:21]=1)[C:17]([O:19][CH3:20])=[O:18])(=[O:11])[CH3:10]. The yield is 0.990. (4) The reactants are C1(C)C=CC(C([C@@](C(O)=O)(O)[C@@](C(C2C=CC(C)=CC=2)=O)(O)C(O)=O)=O)=CC=1.[NH2:29][C@H:30]1[C:36]2[CH:37]=[CH:38][CH2:39][CH2:40][C:35]=2[CH2:34][CH2:33][N:32]([CH3:41])[C:31]1=[O:42].[OH-].[Na+]. The catalyst is ClCCl. The product is [NH2:29][C@H:30]1[C:36]2[CH:37]=[CH:38][CH2:39][CH2:40][C:35]=2[CH2:34][CH2:33][N:32]([CH3:41])[C:31]1=[O:42]. The yield is 0.574. (5) The reactants are [Br:1][C:2]1[C:3]([F:14])=[CH:4][CH:5]=[C:6]2[C:11]=1[NH:10][C:9](=O)[C:8]([CH3:13])=[N:7]2.[C:15]([NH2:19])([CH3:18])([CH3:17])[CH3:16]. The catalyst is CS(C)=O. The product is [Br:1][C:2]1[C:3]([F:14])=[CH:4][CH:5]=[C:6]2[C:11]=1[N:10]=[C:9]([NH:19][C:15]([CH3:18])([CH3:17])[CH3:16])[C:8]([CH3:13])=[N:7]2. The yield is 0.750.